This data is from PAMPA (Parallel Artificial Membrane Permeability Assay) permeability data from NCATS. The task is: Regression/Classification. Given a drug SMILES string, predict its absorption, distribution, metabolism, or excretion properties. Task type varies by dataset: regression for continuous measurements (e.g., permeability, clearance, half-life) or binary classification for categorical outcomes (e.g., BBB penetration, CYP inhibition). Dataset: pampa_ncats. (1) The molecule is CC(C)C1=NC(=CS1)CN(C)C(=O)N[C@@H](C(C)C)C(=O)N[C@@H](CC2=CC=CC=C2)C[C@@H]([C@H](CC3=CC=CC=C3)NC(=O)OCC4=CN=CS4)O. The result is 1 (high permeability). (2) The molecule is CC1=CC(=CC=C1)CN2CCN(CC2)C3=CC=CC=N3. The result is 1 (high permeability). (3) The molecule is COC(=O)[C@H](CC1=CC=C(C=C1)O[S+](=O)(C2=CC=CC3=C2C=CN=C3)[O-])N[S+](=O)(C4=CC5=C(C=C4)C=NC=C5)[O-]. The result is 1 (high permeability). (4) The drug is CC1=CC(=NC(=C1)NC(=S)N2CCN(CC2)C3=NC=CC(=N3)C(F)(F)F)C. The result is 1 (high permeability). (5) The molecule is CNC1=C(N=C(O1)C2=CC=CC3=CC=CC=C32)C#N. The result is 1 (high permeability). (6) The compound is CC1=C(C=CC=N1)C(=O)NC2=C3C(=CC(=C2OC)Cl)C4=C(N3)C=NC=C4. The result is 1 (high permeability). (7) The molecule is CC1CN(CC(O1)C)C2=C(C=C(C=C2)NC3=NC(=NC4=CC=CC=C43)C5=CC=NC=C5)F. The result is 1 (high permeability).